Dataset: Retrosynthesis with 50K atom-mapped reactions and 10 reaction types from USPTO. Task: Predict the reactants needed to synthesize the given product. (1) Given the product COc1ccc(CN(c2cc(N[C@H]3CC[C@H](NC(=O)OC(C)(C)C)CC3)nn3c(C(=O)Nc4ccncc4F)cnc23)C2CC2)cc1, predict the reactants needed to synthesize it. The reactants are: CC(C)(C)OC(=O)OC(=O)OC(C)(C)C.COc1ccc(CN(c2cc(N[C@H]3CC[C@H](N)CC3)nn3c(C(=O)Nc4ccncc4F)cnc23)C2CC2)cc1. (2) Given the product COC(=O)C1(CNC(=O)c2nc(C#N)c3cc(Oc4ccccc4)ccc3c2O)CCC1, predict the reactants needed to synthesize it. The reactants are: COC(=O)C1(CN)CCC1.COC(=O)c1nc(C#N)c2cc(Oc3ccccc3)ccc2c1O. (3) Given the product COc1c(C)cnc(Cn2nc3cc(-c4cncnc4)c4c-3c(n2)C(N(C(=O)OC(C)(C)C)C(=O)OC(C)(C)C)=NSC4)c1C, predict the reactants needed to synthesize it. The reactants are: COc1c(C)cnc(Cn2nc3cc(OS(=O)(=O)C(F)(F)F)c4c-3c(n2)C(N(C(=O)OC(C)(C)C)C(=O)OC(C)(C)C)=NSC4)c1C.OB(O)c1cncnc1. (4) Given the product CSc1ccc(OC(F)(F)F)cc1-c1nc2cc(F)cc(F)c2c(Cl)c1C, predict the reactants needed to synthesize it. The reactants are: CSc1ccc(OC(F)(F)F)cc1B(O)O.Cc1c(Cl)nc2cc(F)cc(F)c2c1Cl. (5) The reactants are: COCN(c1cccc(-c2nn(C3CCCCO3)cc2B2OC(C)(C)C(C)(C)O2)c1F)S(=O)(=O)c1cc(F)ccc1F.Nc1nccc(Cl)n1. Given the product COCN(c1cccc(-c2nn(C3CCCCO3)cc2-c2ccnc(N)n2)c1F)S(=O)(=O)c1cc(F)ccc1F, predict the reactants needed to synthesize it. (6) The reactants are: COc1cc(CCl)cc(OC)c1OC.COc1ccc(S)cc1. Given the product COc1ccc(SCc2cc(OC)c(OC)c(OC)c2)cc1, predict the reactants needed to synthesize it.